This data is from Catalyst prediction with 721,799 reactions and 888 catalyst types from USPTO. The task is: Predict which catalyst facilitates the given reaction. Reactant: [F:1][C:2]1[CH:7]=[C:6]([CH:8]([CH3:12])[C:9]([OH:11])=[O:10])[CH:5]=[CH:4][C:3]=1[C:13]1[CH:18]=[CH:17][CH:16]=[CH:15][CH:14]=1.[CH3:19][N:20]([CH3:34])[CH2:21][C@H:22]([CH3:33])[C@H:23]([C:26]1[CH:27]=[C:28]([OH:32])[CH:29]=[CH:30][CH:31]=1)[CH2:24][CH3:25]. Product: [F:1][C:2]1[CH:7]=[C:6]([CH:8]([CH3:12])[C:9]([O-:11])=[O:10])[CH:5]=[CH:4][C:3]=1[C:13]1[CH:14]=[CH:15][CH:16]=[CH:17][CH:18]=1.[OH:32][C:28]1[CH:27]=[C:26]([C@H:23]([CH2:24][CH3:25])[C@@H:22]([CH3:33])[CH2:21][NH+:20]([CH3:34])[CH3:19])[CH:31]=[CH:30][CH:29]=1. The catalyst class is: 21.